From a dataset of Full USPTO retrosynthesis dataset with 1.9M reactions from patents (1976-2016). Predict the reactants needed to synthesize the given product. Given the product [Br:1][C:2]1[CH:3]=[C:4]([CH:5]=[CH:6][CH:7]=1)[CH2:8][NH:9][C:20](=[O:22])[CH2:19][NH:18][C:16](=[O:17])[O:15][C:11]([CH3:12])([CH3:13])[CH3:14], predict the reactants needed to synthesize it. The reactants are: [Br:1][C:2]1[CH:3]=[C:4]([CH2:8][NH:9]C)[CH:5]=[CH:6][CH:7]=1.[C:11]([O:15][C:16]([NH:18][CH2:19][C:20]([OH:22])=O)=[O:17])([CH3:14])([CH3:13])[CH3:12].C1C=CC2N(O)N=NC=2C=1.CCN=C=NCCCN(C)C.Cl.C(=O)([O-])O.[Na+].